Task: Regression/Classification. Given a drug SMILES string, predict its absorption, distribution, metabolism, or excretion properties. Task type varies by dataset: regression for continuous measurements (e.g., permeability, clearance, half-life) or binary classification for categorical outcomes (e.g., BBB penetration, CYP inhibition). Dataset: b3db_classification.. Dataset: Blood-brain barrier permeability classification from the B3DB database The drug is O=C1OC(c2ccc(O)cc2)(c2ccc(O)cc2)c2ccccc21. The result is 0 (does not penetrate BBB).